Dataset: Kinase inhibitor binding affinity data with 442 proteins and 68 drugs (Kd values). Task: Regression. Given a target protein amino acid sequence and a drug SMILES string, predict the binding affinity score between them. We predict pKd (pKd = -log10(Kd in M); higher means stronger binding). Dataset: davis. (1) The drug is CN1CCN(C(=O)c2cc3cc(Cl)ccc3[nH]2)CC1. The target protein (GRK4) has sequence MELENIVANSLLLKARQGGYGKKSGRSKKWKEILTLPPVSQCSELRHSIEKDYSSLCDKQPIGRRLFRQFCDTKPTLKRHIEFLDAVAEYEVADDEDRSDCGLSILDRFFNDKLAAPLPEIPPDVVTECRLGLKEENPSKKAFEECTRVAHNYLRGEPFEEYQESSYFSQFLQWKWLERQPVTKNTFRHYRVLGKGGFGEVCACQVRATGKMYACKKLQKKRIKKRKGEAMALNEKRILEKVQSRFVVSLAYAYETKDALCLVLTIMNGGDLKFHIYNLGNPGFDEQRAVFYAAELCCGLEDLQRERIVYRDLKPENILLDDRGHIRISDLGLATEIPEGQRVRGRVGTVGYMAPEVVNNEKYTFSPDWWGLGCLIYEMIQGHSPFKKYKEKVKWEEVDQRIKNDTEEYSEKFSEDAKSICRMLLTKNPSKRLGCRGEGAAGVKQHPVFKDINFRRLEANMLEPPFCPDPHAVYCKDVLDIEQFSVVKGIYLDTADEDFY.... The pKd is 5.7. (2) The small molecule is COC(=O)c1ccc2c(c1)NC(=O)C2=C(Nc1ccc(N(C)C(=O)CN2CCN(C)CC2)cc1)c1ccccc1. The target protein (SRPK2) has sequence MSVNSEKSSSSERPEPQQKAPLVPPPPPPPPPPPPPLPDPTPPEPEEEILGSDDEEQEDPADYCKGGYHPVKIGDLFNGRYHVIRKLGWGHFSTVWLCWDMQGKRFVAMKVVKSAQHYTETALDEIKLLKCVRESDPSDPNKDMVVQLIDDFKISGMNGIHVCMVFEVLGHHLLKWIIKSNYQGLPVRCVKSIIRQVLQGLDYLHSKCKIIHTDIKPENILMCVDDAYVRRMAAEATEWQKAGAPPPSGSAVSTAPQQKPIGKISKNKKKKLKKKQKRQAELLEKRLQEIEELEREAERKIIEENITSAAPSNDQDGEYCPEVKLKTTGLEEAAEAETAKDNGEAEDQEEKEDAEKENIEKDEDDVDQELANIDPTWIESPKTNGHIENGPFSLEQQLDDEDDDEEDCPNPEEYNLDEPNAESDYTYSSSYEQFNGELPNGRHKIPESQFPEFSTSLFSGSLEPVACGSVLSEGSPLTEQEESSPSHDRSRTVSASSTGD.... The pKd is 7.4. (3) The small molecule is COc1cc2c(N3CCN(C(=O)Nc4ccc(OC(C)C)cc4)CC3)ncnc2cc1OCCCN1CCCCC1. The target protein (TIE1) has sequence MVWRVPPFLLPILFLASHVGAAVDLTLLANLRLTDPQRFFLTCVSGEAGAGRGSDAWGPPLLLEKDDRIVRTPPGPPLRLARNGSHQVTLRGFSKPSDLVGVFSCVGGAGARRTRVIYVHNSPGAHLLPDKVTHTVNKGDTAVLSARVHKEKQTDVIWKSNGSYFYTLDWHEAQDGRFLLQLPNVQPPSSGIYSATYLEASPLGSAFFRLIVRGCGAGRWGPGCTKECPGCLHGGVCHDHDGECVCPPGFTGTRCEQACREGRFGQSCQEQCPGISGCRGLTFCLPDPYGCSCGSGWRGSQCQEACAPGHFGADCRLQCQCQNGGTCDRFSGCVCPSGWHGVHCEKSDRIPQILNMASELEFNLETMPRINCAAAGNPFPVRGSIELRKPDGTVLLSTKAIVEPEKTTAEFEVPRLVLADSGFWECRVSTSGGQDSRRFKVNVKVPPVPLAAPRLLTKQSRQLVVSPLVSFSGDGPISTVRLHYRPQDSTMDWSTIVVDP.... The pKd is 5.0. (4) The compound is CCN(CCO)CCCOc1ccc2c(Nc3cc(CC(=O)Nc4cccc(F)c4)[nH]n3)ncnc2c1. The target protein (CDC2L1) has sequence ERFELGDGRKPVKEEKMEERDLLSDLQDISDSERKTSSAESSSAESGSGSEEEEEEEEEEEEEGSTSEESEEEEEEEEEEEEETGSNSEEASEQSAEEVSEEEMSEDEERENENHLLVVPESRFDRDSGESEEAEEEVGEGTPQSSALTEGDYVPDSPALSPIELKQELPKYLPALQGCRSVEEFQCLNRIEEGTYGVVYRAKDKKTDEIVALKRLKMEKEKEGFPITSLREINTILKAQHPNIVTVREIVVGSNMDKIYIVMNYVEHDLKSLMETMKQPFLPGEVKTLMIQLLRGVKHLHDNWILHRDLKTSNLLLSHAGILKVGDFGLAREYGSPLKAYTPVVVTLWYRAPELLLGAKEYSTAVDMWSVGCIFGELLTQKPLFPGKSEIDQINKVFKDLGTPSEKIWPGYSELPAVKKMTFSEHPYNNLRKRFGALLSDQGFDLMNKFLTYFPGRRISAEDGLKHEYFRETPLPIDPSMFPTWPAKSEQQRVKRGTSP.... The pKd is 5.9. (5) The small molecule is Cc1ccc(NC(=O)c2ccc(CN3CCN(C)CC3)cc2)cc1Nc1nccc(-c2cccnc2)n1. The target protein (SRPK3) has sequence MSASTGGGGDSGGSGGSSSSSQASCGPESSGSELALATPVPQMLQGLLGSDDEEQEDPKDYCKGGYHPVKIGDVFNGRYHVVRKLGWGHFSTVWLCWDIQRKRFVALKVVKSAGHYTETAVDEIKLLKCVRDSDPSDPKRETIVQLIDDFRISGVNGVHVCMVLEVLGHQLLKWIIKSNYQGLPVPCVKSIVRQVLHGLDYLHTKCKIIHTDIKPENILLCVGDAYIRRLAAEATEWQQAGAPPPSRSIVSTAPQEVLQTGKLSKNKRKKMRRKRKQQKRLLEERLRDLQRLEAMEAATQAEDSGLRLDGGSGSTSSSGCHPGGARAGPSPASSSPAPGGGRSLSAGSQTSGFSGSLFSPASCSILSGSSNQRETGGLLSPSTPFGASNLLVNPLEPQNADKIKIKIADLGNACWVHKHFTEDIQTRQYRAVEVLIGAEYGPPADIWSTACMAFELATGDYLFEPHSGEDYSRDEDHIAHIVELLGDIPPAFALSGRYSR.... The pKd is 5.0. (6) The small molecule is C=CC(=O)Nc1cc2c(Nc3ccc(F)c(Cl)c3)ncnc2cc1OCCCN1CCOCC1. The target protein (EPHB3) has sequence MARARPPPPPSPPPGLLPLLPPLLLLPLLLLPAGCRALEETLMDTKWVTSELAWTSHPESGWEEVSGYDEAMNPIRTYQVCNVRESSQNNWLRTGFIWRRDVQRVYVELKFTVRDCNSIPNIPGSCKETFNLFYYEADSDVASASSPFWMENPYVKVDTIAPDESFSRLDAGRVNTKVRSFGPLSKAGFYLAFQDQGACMSLISVRAFYKKCASTTAGFALFPETLTGAEPTSLVIAPGTCIPNAVEVSVPLKLYCNGDGEWMVPVGACTCATGHEPAAKESQCRPCPPGSYKAKQGEGPCLPCPPNSRTTSPAASICTCHNNFYRADSDSADSACTTVPSPPRGVISNVNETSLILEWSEPRDLGGRDDLLYNVICKKCHGAGGASACSRCDDNVEFVPRQLGLTERRVHISHLLAHTRYTFEVQAVNGVSGKSPLPPRYAAVNITTNQAAPSEVPTLRLHSSSGSSLTLSWAPPERPNGVILDYEMKYFEKSEGIAST.... The pKd is 5.0. (7) The compound is N#CCC(C1CCCC1)n1cc(-c2ncnc3[nH]ccc23)cn1.O=P(O)(O)O. The target protein (RIPK4) has sequence MEGDGGTPWALALLRTFDAGEFTGWEKVGSGGFGQVYKVRHVHWKTWLAIKCSPSLHVDDRERMELLEEAKKMEMAKFRYILPVYGICREPVGLVMEYMETGSLEKLLASEPLPWDLRFRIIHETAVGMNFLHCMAPPLLHLDLKPANILLDAHYHVKISDFGLAKCNGLSHSHDLSMDGLFGTIAYLPPERIREKSRLFDTKHDVYSFAIVIWGVLTQKKPFADEKNILHIMVKVVKGHRPELPPVCRARPRACSHLIRLMQRCWQGDPRVRPTFQEITSETEDLCEKPDDEVKETAHDLDVKSPPEPRSEVVPARLKRASAPTFDNDYSLSELLSQLDSGVSQAVEGPEELSRSSSESKLPSSGSGKRLSGVSSVDSAFSSRGSLSLSFEREPSTSDLGTTDVQKKKLVDAIVSGDTSKLMKILQPQDVDLALDSGASLLHLAVEAGQEECAKWLLLNNANPNLSNRRGSTPLHMAVERRVRGVVELLLARKISVNAK.... The pKd is 5.7. (8) The drug is CC(O)C(=O)O.CN1CCN(c2ccc3c(c2)NC(=C2C(=O)N=c4cccc(F)c4=C2N)N3)CC1.O. The target protein (YANK3) has sequence MRSGAERRGSSAAASPGSPPPGRARPAGSDAPSALPPPAAGQPRARDSGDVRSQPRPLFQWSKWKKRMGSSMSAATARRPVFDDKEDVNFDHFQILRAIGKGSFGKVCIVQKRDTEKMYAMKYMNKQQCIERDEVRNVFRELEILQEIEHVFLVNLWYSFQDEEDMFMVVDLLLGGDLRYHLQQNVQFSEDTVRLYICEMALALDYLRGQHIIHRDVKPDNILLDERGHAHLTDFNIATIIKDGERATALAGTKPYMAPEIFHSFVNGGTGYSFEVDWWSVGVMAYELLRGWRPYDIHSSNAVESLVQLFSTVSVQYVPTWSKEMVALLRKLLTVNPEHRLSSLQDVQAAPALAGVLWDHLSEKRVEPGFVPNKGRLHCDPTFELEEMILESRPLHKKKKRLAKNKSRDNSRDSSQSENDYLQDCLDAIQQDFVIFNREKLKRSQDLPREPLPAPESRDAAEPVEDEAERSALPMCGPICPSAGSG. The pKd is 5.0. (9) The compound is CC(C)N1NC(=C2C=c3cc(O)ccc3=N2)c2c(N)ncnc21. The target protein is PFCDPK1(Pfalciparum). The pKd is 6.3.